Dataset: NCI-60 drug combinations with 297,098 pairs across 59 cell lines. Task: Regression. Given two drug SMILES strings and cell line genomic features, predict the synergy score measuring deviation from expected non-interaction effect. (1) Drug 1: CNC(=O)C1=CC=CC=C1SC2=CC3=C(C=C2)C(=NN3)C=CC4=CC=CC=N4. Drug 2: C1CCC(CC1)NC(=O)N(CCCl)N=O. Cell line: MOLT-4. Synergy scores: CSS=35.1, Synergy_ZIP=6.74, Synergy_Bliss=9.76, Synergy_Loewe=1.55, Synergy_HSA=10.5. (2) Drug 1: CCC1=CC2CC(C3=C(CN(C2)C1)C4=CC=CC=C4N3)(C5=C(C=C6C(=C5)C78CCN9C7C(C=CC9)(C(C(C8N6C)(C(=O)OC)O)OC(=O)C)CC)OC)C(=O)OC.C(C(C(=O)O)O)(C(=O)O)O. Drug 2: C1=NC2=C(N1)C(=S)N=C(N2)N. Cell line: NCIH23. Synergy scores: CSS=64.8, Synergy_ZIP=-3.46, Synergy_Bliss=-2.46, Synergy_Loewe=-1.46, Synergy_HSA=0.115. (3) Drug 1: CC(C1=C(C=CC(=C1Cl)F)Cl)OC2=C(N=CC(=C2)C3=CN(N=C3)C4CCNCC4)N. Drug 2: CCCCC(=O)OCC(=O)C1(CC(C2=C(C1)C(=C3C(=C2O)C(=O)C4=C(C3=O)C=CC=C4OC)O)OC5CC(C(C(O5)C)O)NC(=O)C(F)(F)F)O. Cell line: SNB-75. Synergy scores: CSS=3.17, Synergy_ZIP=4.60, Synergy_Bliss=1.46, Synergy_Loewe=1.19, Synergy_HSA=0.694. (4) Drug 1: CC1C(C(CC(O1)OC2CC(OC(C2O)C)OC3=CC4=CC5=C(C(=O)C(C(C5)C(C(=O)C(C(C)O)O)OC)OC6CC(C(C(O6)C)O)OC7CC(C(C(O7)C)O)OC8CC(C(C(O8)C)O)(C)O)C(=C4C(=C3C)O)O)O)O. Drug 2: COC1=NC(=NC2=C1N=CN2C3C(C(C(O3)CO)O)O)N. Cell line: SNB-19. Synergy scores: CSS=25.0, Synergy_ZIP=1.28, Synergy_Bliss=3.75, Synergy_Loewe=-46.0, Synergy_HSA=2.82. (5) Drug 1: CC1OCC2C(O1)C(C(C(O2)OC3C4COC(=O)C4C(C5=CC6=C(C=C35)OCO6)C7=CC(=C(C(=C7)OC)O)OC)O)O. Drug 2: CN1C2=C(C=C(C=C2)N(CCCl)CCCl)N=C1CCCC(=O)O.Cl. Cell line: SK-MEL-2. Synergy scores: CSS=30.7, Synergy_ZIP=-6.41, Synergy_Bliss=1.25, Synergy_Loewe=-16.6, Synergy_HSA=0.104.